From a dataset of Reaction yield outcomes from USPTO patents with 853,638 reactions. Predict the reaction yield, written as a fraction of the theoretical maximum amount of product (1.0 means a 100% yield; for example, 0.34 means a 34% yield). The reactants are Cl[C:2]1[CH:7]=[C:6]([CH3:8])[N:5]=[CH:4][N:3]=1.[C:9]1(B(O)O)[CH:14]=[CH:13][CH:12]=[CH:11][CH:10]=1.C(=O)([O-])[O-].[Na+].[Na+]. The catalyst is C1C=CC(P(C2C=CC=CC=2)C2C=CC=CC=2)=CC=1.C1C=CC(P(C2C=CC=CC=2)C2C=CC=CC=2)=CC=1.Cl[Pd]Cl.ClCCl.O.C(#N)C. The product is [CH3:8][C:6]1[CH:7]=[C:2]([C:9]2[CH:14]=[CH:13][CH:12]=[CH:11][CH:10]=2)[N:3]=[CH:4][N:5]=1. The yield is 0.460.